From a dataset of Catalyst prediction with 721,799 reactions and 888 catalyst types from USPTO. Predict which catalyst facilitates the given reaction. (1) Reactant: [NH2:1][C:2]1[N:6]([C:7]2[CH:12]=[CH:11][CH:10]=[CH:9][N:8]=2)[N:5]=[C:4]([NH:13][C:14]2[CH:22]=[CH:21][C:17]([C:18]([OH:20])=O)=[CH:16][CH:15]=2)[N:3]=1.CN(C(ON1N=NC2C=CC=CC1=2)=[N+](C)C)C.F[P-](F)(F)(F)(F)F.[N:47]1([CH2:53][CH2:54][NH2:55])[CH2:52][CH2:51][O:50][CH2:49][CH2:48]1.C(N(CC)CC)C. Product: [NH2:1][C:2]1[N:6]([C:7]2[CH:12]=[CH:11][CH:10]=[CH:9][N:8]=2)[N:5]=[C:4]([NH:13][C:14]2[CH:15]=[CH:16][C:17]([C:18]([NH:55][CH2:54][CH2:53][N:47]3[CH2:52][CH2:51][O:50][CH2:49][CH2:48]3)=[O:20])=[CH:21][CH:22]=2)[N:3]=1. The catalyst class is: 7. (2) Reactant: [Cl:1][C:2]1[CH:7]=[CH:6][C:5]([S:8]([C:17]2[CH:22]=[CH:21][C:20]([Cl:23])=[CH:19][CH:18]=2)([CH3:16])[CH2:9][C:10](N(OC)C)=[O:11])=[CH:4][CH:3]=1.[CH3:24][Mg]Br. Product: [Cl:23][C:20]1[CH:19]=[CH:18][C:17]([S:8]([C:5]2[CH:6]=[CH:7][C:2]([Cl:1])=[CH:3][CH:4]=2)([CH3:16])[CH2:9][C:10](=[O:11])[CH3:24])=[CH:22][CH:21]=1. The catalyst class is: 7. (3) Reactant: [CH3:1][C:2]1[CH:3]=[CH:4][C:5]([NH:8][CH:9]2[CH2:14][CH2:13][N:12]([CH2:15][CH2:16][C:17]3([C:23]([O:25]CC4C=CC=CC=4)=[O:24])[CH2:22][CH2:21][CH2:20][CH2:19][CH2:18]3)[CH2:11][CH2:10]2)=[N:6][CH:7]=1.C(O)(=O)C. Product: [CH3:1][C:2]1[CH:3]=[CH:4][C:5]([NH:8][CH:9]2[CH2:14][CH2:13][N:12]([CH2:15][CH2:16][C:17]3([C:23]([OH:25])=[O:24])[CH2:22][CH2:21][CH2:20][CH2:19][CH2:18]3)[CH2:11][CH2:10]2)=[N:6][CH:7]=1. The catalyst class is: 178.